This data is from Full USPTO retrosynthesis dataset with 1.9M reactions from patents (1976-2016). The task is: Predict the reactants needed to synthesize the given product. (1) Given the product [CH3:15][O:14][C:9](=[O:13])[CH:10]=[C:11]([C:5]1[CH:4]=[N:3][C:2]([NH2:1])=[N:7][CH:6]=1)[CH3:12], predict the reactants needed to synthesize it. The reactants are: [NH2:1][C:2]1[N:7]=[CH:6][C:5](Br)=[CH:4][N:3]=1.[C:9]([O:14][CH3:15])(=[O:13])/[CH:10]=[CH:11]/[CH3:12].C(N(C(C)C)CC)(C)C.C1(C)C=CC=CC=1P(C1C=CC=CC=1C)C1C=CC=CC=1C. (2) Given the product [Br:32][C:17]1[S:18][C:12]2[C:11](=[O:19])[N:10]([C:3]3[C:4]([F:9])=[CH:5][C:6]([F:8])=[CH:7][C:2]=3[F:1])[C:14](=[O:15])[C:13]=2[CH:16]=1, predict the reactants needed to synthesize it. The reactants are: [F:1][C:2]1[CH:7]=[C:6]([F:8])[CH:5]=[C:4]([F:9])[C:3]=1[N:10]1[C:14](=[O:15])[C:13]2[CH:16]=[CH:17][S:18][C:12]=2[C:11]1=[O:19].S(=O)(=O)(O)O.C1C(=O)N([Br:32])C(=O)C1. (3) Given the product [NH:13]1[C:17]2[CH:18]=[CH:19][CH:20]=[CH:21][C:16]=2[N:15]=[C:14]1[C@H:22]([NH:32][C:33]([NH:9][C:7]1[N:6]([CH3:10])[N:5]=[C:4]([CH:1]2[CH2:3][CH2:2]2)[CH:8]=1)=[O:34])[CH2:23][C:24]1[CH:29]=[CH:28][C:27]([O:30][CH3:31])=[CH:26][CH:25]=1, predict the reactants needed to synthesize it. The reactants are: [CH:1]1([C:4]2[CH:8]=[C:7]([NH2:9])[N:6]([CH3:10])[N:5]=2)[CH2:3][CH2:2]1.Cl.Cl.[NH:13]1[C:17]2[CH:18]=[CH:19][CH:20]=[CH:21][C:16]=2[N:15]=[C:14]1[C@H:22]([NH2:32])[CH2:23][C:24]1[CH:29]=[CH:28][C:27]([O:30][CH3:31])=[CH:26][CH:25]=1.[C:33](O)(C(F)(F)F)=[O:34]. (4) Given the product [ClH:52].[N:22]1([CH2:28][CH2:29][O:30][C:31]2[CH:32]=[CH:33][C:34]([O:37][C:2]3[C:11]4[C:6](=[CH:7][C:8]([O:12][CH3:13])=[CH:9][CH:10]=4)[CH:5]=[CH:4][C:3]=3[C:14]3[CH:19]=[CH:18][CH:17]=[C:16]([O:20][CH3:21])[CH:15]=3)=[CH:35][CH:36]=2)[CH2:23][CH2:24][CH2:25][CH2:26][CH2:27]1, predict the reactants needed to synthesize it. The reactants are: Br[C:2]1[C:11]2[C:6](=[CH:7][C:8]([O:12][CH3:13])=[CH:9][CH:10]=2)[CH:5]=[CH:4][C:3]=1[C:14]1[CH:19]=[CH:18][CH:17]=[C:16]([O:20][CH3:21])[CH:15]=1.[N:22]1([CH2:28][CH2:29][O:30][C:31]2[CH:36]=[CH:35][C:34]([OH:37])=[CH:33][CH:32]=2)[CH2:27][CH2:26][CH2:25][CH2:24][CH2:23]1.C(=O)([O-])[O-].[Cs+].[Cs+].[OH-].[Na+].C(O)C.C([Cl:52])(=O)C. (5) The reactants are: Cl[C:2]1[C:7]([C:8]([F:11])([F:10])[F:9])=[CH:6][N:5]=[C:4]([NH:12][C:13]2[CH:18]=[CH:17][C:16]([P:19]([CH3:22])([CH3:21])=[O:20])=[CH:15][CH:14]=2)[N:3]=1.Cl.[CH3:24][C:25]1[CH:26]=[C:27]([CH:29]=[C:30]([CH3:32])[CH:31]=1)[NH2:28]. Given the product [CH3:24][C:25]1[CH:26]=[C:27]([NH:28][C:2]2[C:7]([C:8]([F:11])([F:10])[F:9])=[CH:6][N:5]=[C:4]([NH:12][C:13]3[CH:18]=[CH:17][C:16]([P:19]([CH3:22])([CH3:21])=[O:20])=[CH:15][CH:14]=3)[N:3]=2)[CH:29]=[C:30]([CH3:32])[CH:31]=1, predict the reactants needed to synthesize it.